Dataset: Catalyst prediction with 721,799 reactions and 888 catalyst types from USPTO. Task: Predict which catalyst facilitates the given reaction. Reactant: [C:1]([C:3]1[C:4]([CH3:14])=[CH:5][C:6](C(O)=O)=[N:7][C:8]=1[O:9][CH3:10])#[N:2].C1C=CC(P([N:29]=[N+]=[N-])(C2C=CC=CC=2)=O)=CC=1. Product: [NH2:29][C:6]1[N:7]=[C:8]([O:9][CH3:10])[C:3]([C:1]#[N:2])=[C:4]([CH3:14])[CH:5]=1. The catalyst class is: 218.